From a dataset of NCI-60 drug combinations with 297,098 pairs across 59 cell lines. Regression. Given two drug SMILES strings and cell line genomic features, predict the synergy score measuring deviation from expected non-interaction effect. (1) Drug 1: CCCCCOC(=O)NC1=NC(=O)N(C=C1F)C2C(C(C(O2)C)O)O. Drug 2: C1CN1C2=NC(=NC(=N2)N3CC3)N4CC4. Cell line: CAKI-1. Synergy scores: CSS=50.9, Synergy_ZIP=0.578, Synergy_Bliss=1.10, Synergy_Loewe=-32.1, Synergy_HSA=0.459. (2) Drug 1: CC=C1C(=O)NC(C(=O)OC2CC(=O)NC(C(=O)NC(CSSCCC=C2)C(=O)N1)C(C)C)C(C)C. Drug 2: C1CCC(C(C1)N)N.C(=O)(C(=O)[O-])[O-].[Pt+4]. Cell line: SK-MEL-28. Synergy scores: CSS=32.8, Synergy_ZIP=-0.820, Synergy_Bliss=-4.13, Synergy_Loewe=-24.4, Synergy_HSA=-3.03. (3) Drug 1: C1C(C(OC1N2C=C(C(=O)NC2=O)F)CO)O. Drug 2: C(=O)(N)NO. Cell line: OVCAR3. Synergy scores: CSS=0.322, Synergy_ZIP=1.15, Synergy_Bliss=2.92, Synergy_Loewe=-8.92, Synergy_HSA=-4.56. (4) Drug 1: C#CCC(CC1=CN=C2C(=N1)C(=NC(=N2)N)N)C3=CC=C(C=C3)C(=O)NC(CCC(=O)O)C(=O)O. Drug 2: C1CN(P(=O)(OC1)NCCCl)CCCl. Cell line: MOLT-4. Synergy scores: CSS=-12.4, Synergy_ZIP=9.77, Synergy_Bliss=3.88, Synergy_Loewe=-9.96, Synergy_HSA=-9.96. (5) Drug 1: CC1=C(C(CCC1)(C)C)C=CC(=CC=CC(=CC(=O)O)C)C. Drug 2: CCN(CC)CCCC(C)NC1=C2C=C(C=CC2=NC3=C1C=CC(=C3)Cl)OC. Cell line: SN12C. Synergy scores: CSS=13.6, Synergy_ZIP=-4.60, Synergy_Bliss=1.33, Synergy_Loewe=-9.52, Synergy_HSA=0.158.